Dataset: Forward reaction prediction with 1.9M reactions from USPTO patents (1976-2016). Task: Predict the product of the given reaction. (1) Given the reactants [Cl:1][C:2]1[CH:26]=[C:25]([Cl:27])[C:24]([C:28]2[CH:33]=[CH:32][C:31]([F:34])=[CH:30][N:29]=2)=[CH:23][C:3]=1[C:4]([NH:6][C:7]1[N:11]([C:12]2[CH:17]=[CH:16][CH:15]=[CH:14][CH:13]=2)[N:10]=[C:9]([C:18]([O:20]CC)=[O:19])[CH:8]=1)=[O:5].[OH-].[Na+], predict the reaction product. The product is: [Cl:1][C:2]1[CH:26]=[C:25]([Cl:27])[C:24]([C:28]2[CH:33]=[CH:32][C:31]([F:34])=[CH:30][N:29]=2)=[CH:23][C:3]=1[C:4]([NH:6][C:7]1[N:11]([C:12]2[CH:13]=[CH:14][CH:15]=[CH:16][CH:17]=2)[N:10]=[C:9]([C:18]([OH:20])=[O:19])[CH:8]=1)=[O:5]. (2) Given the reactants [C:1]([O:5][C:6](=[O:27])[NH:7][CH:8]([C:10]1[CH:15]=[CH:14][C:13]([C:16](=[O:25])[NH:17][C:18]2[CH:23]=[CH:22][N:21]=[CH:20][C:19]=2[F:24])=[CH:12][C:11]=1Br)[CH3:9])([CH3:4])([CH3:3])[CH3:2].[NH2:28][C:29]1[CH:30]=[C:31](B(O)O)[CH:32]=[CH:33][CH:34]=1, predict the reaction product. The product is: [C:1]([O:5][C:6](=[O:27])[NH:7][CH:8]([C:10]1[CH:15]=[CH:14][C:13]([C:16](=[O:25])[NH:17][C:18]2[CH:23]=[CH:22][N:21]=[CH:20][C:19]=2[F:24])=[CH:12][C:11]=1[C:33]1[CH:32]=[CH:31][CH:30]=[C:29]([NH2:28])[CH:34]=1)[CH3:9])([CH3:4])([CH3:3])[CH3:2]. (3) Given the reactants [NH2:1][C:2]1[C:7]([NH2:8])=[C:6]([C:9]2[CH:14]=[CH:13][C:12]([CH2:15][NH:16][C:17](=[O:23])OC(C)(C)C)=[C:11]([F:24])[CH:10]=2)[CH:5]=[CH:4][N:3]=1.[OH:25][CH2:26][CH2:27][N:28]1[CH:32]=[C:31]([CH:33]=O)[CH:30]=[N:29]1.[C:35]([C:39]1[O:43][N:42]=[C:41](C(O)=O)[N:40]=1)([CH3:38])([CH3:37])[CH3:36], predict the reaction product. The product is: [C:35]([C:39]1[O:43][N:42]=[C:41]([C:17]([NH:16][CH2:15][C:12]2[CH:13]=[CH:14][C:9]([C:6]3[CH:5]=[CH:4][N:3]=[C:2]4[NH:1][C:33]([C:31]5[CH:30]=[N:29][N:28]([CH2:27][CH2:26][OH:25])[CH:32]=5)=[N:8][C:7]=34)=[CH:10][C:11]=2[F:24])=[O:23])[N:40]=1)([CH3:38])([CH3:37])[CH3:36]. (4) Given the reactants Br[C:2]1[CH:3]=[C:4]2[C:8](=[CH:9][CH:10]=1)[C:7](=[O:11])[CH2:6][CH2:5]2.[C:12]([C:14]1[CH:15]=[C:16](B(O)O)[CH:17]=[CH:18][CH:19]=1)#[N:13], predict the reaction product. The product is: [O:11]=[C:7]1[C:8]2[C:4](=[CH:3][C:2]([C:18]3[CH:19]=[C:14]([CH:15]=[CH:16][CH:17]=3)[C:12]#[N:13])=[CH:10][CH:9]=2)[CH2:5][CH2:6]1. (5) The product is: [C:1]([O:5][C:6]([NH:8][C@@H:9]([C@H:11]([C:14]1[O:15][CH:16]=[C:17]([C:19]([O:21][CH3:22])=[O:20])[N:18]=1)[CH2:12][CH3:13])[CH3:10])=[O:7])([CH3:2])([CH3:3])[CH3:4]. Given the reactants [C:1]([O:5][C:6]([NH:8][C@@H:9]([C@H:11]([C:14]1[O:15][CH2:16][C@@H:17]([C:19]([O:21][CH3:22])=[O:20])[N:18]=1)[CH2:12][CH3:13])[CH3:10])=[O:7])([CH3:4])([CH3:3])[CH3:2].C1N2CN3CN(C2)CN1C3.C1CCN2C(=NCCC2)CC1, predict the reaction product.